Dataset: Forward reaction prediction with 1.9M reactions from USPTO patents (1976-2016). Task: Predict the product of the given reaction. (1) The product is: [CH3:1][C:2]1[C:6]([C:7]2[C:8]([O:26][CH3:27])=[CH:9][C:10]3[C:11]4[N:18]([CH2:19][CH:20]5[CH2:21][CH2:22][O:23][CH2:24][CH2:25]5)[C:31]([N:32]([CH3:34])[CH3:33])=[N:17][C:12]=4[CH:13]=[N:14][C:15]=3[CH:16]=2)=[C:5]([CH3:28])[O:4][N:3]=1. Given the reactants [CH3:1][C:2]1[C:6]([C:7]2[CH:16]=[C:15]3[C:10]([C:11]([NH:18][CH2:19][CH:20]4[CH2:25][CH2:24][O:23][CH2:22][CH2:21]4)=[C:12]([NH2:17])[CH:13]=[N:14]3)=[CH:9][C:8]=2[O:26][CH3:27])=[C:5]([CH3:28])[O:4][N:3]=1.[Cl-].Cl[C:31](Cl)=[N+:32]([CH3:34])[CH3:33], predict the reaction product. (2) Given the reactants [CH3:1][C@H:2]([CH:6]=[CH2:7])[C:3](O)=[O:4].[C:8]([O:12][C:13](=[O:32])[NH:14][C@H:15]([C:19]1[CH:24]=[C:23]([C:25]2[C:30]([NH2:31])=[CH:29][CH:28]=[CH:27][N:26]=2)[CH:22]=[CH:21][N:20]=1)[CH2:16][CH:17]=[CH2:18])([CH3:11])([CH3:10])[CH3:9].N1C=CC=CC=1.C(P1(=O)OP(CCC)(=O)OP(CCC)(=O)O1)CC, predict the reaction product. The product is: [C:8]([O:12][C:13](=[O:32])[NH:14][C@H:15]([C:19]1[CH:24]=[C:23]([C:25]2[C:30]([NH:31][C:3](=[O:4])[C@H:2]([CH3:1])[CH:6]=[CH2:7])=[CH:29][CH:28]=[CH:27][N:26]=2)[CH:22]=[CH:21][N:20]=1)[CH2:16][CH:17]=[CH2:18])([CH3:9])([CH3:10])[CH3:11]. (3) The product is: [CH3:25][O:24][C:19]1[C:18]([NH:17][C:13]2[N:14]=[CH:15][N:16]=[C:11]([N:8]3[C:9]4[C:5](=[CH:4][CH:3]=[C:2]([C:37]#[C:36][C:34]([CH3:35])([OH:38])[CH3:33])[CH:10]=4)[CH:6]=[N:7]3)[N:12]=2)=[CH:23][CH:22]=[CH:21][N:20]=1. Given the reactants I[C:2]1[CH:10]=[C:9]2[C:5]([CH:6]=[N:7][N:8]2[C:11]2[N:16]=[CH:15][N:14]=[C:13]([NH:17][C:18]3[C:19]([O:24][CH3:25])=[N:20][CH:21]=[CH:22][CH:23]=3)[N:12]=2)=[CH:4][CH:3]=1.C(N(CC)CC)C.[CH3:33][C:34]([OH:38])([C:36]#[CH:37])[CH3:35], predict the reaction product. (4) Given the reactants [O:1]1[CH:5]=[CH:4][N:3]=[C:2]1[C@H:6]([NH:8][C:9]([C:11]1[C:19]2[C:14](=[N:15][CH:16]=[C:17]([C:20]3[C:28]4[C:23](=[CH:24][C:25]([F:29])=[CH:26][CH:27]=4)[N:22]([CH3:30])[N:21]=3)[N:18]=2)[N:13](COCC[Si](C)(C)C)[CH:12]=1)=[O:10])[CH3:7].FC(F)(F)C(O)=O.C(N)CN, predict the reaction product. The product is: [O:1]1[CH:5]=[CH:4][N:3]=[C:2]1[C@H:6]([NH:8][C:9]([C:11]1[C:19]2[C:14](=[N:15][CH:16]=[C:17]([C:20]3[C:28]4[C:23](=[CH:24][C:25]([F:29])=[CH:26][CH:27]=4)[N:22]([CH3:30])[N:21]=3)[N:18]=2)[NH:13][CH:12]=1)=[O:10])[CH3:7]. (5) Given the reactants [H-].[H-].[H-].[H-].[Li+].[Al+3].[CH2:7]([C:9]1[CH:14]=[CH:13][C:12]([C:15]2[C:19]([CH2:20][O:21][C:22]3[C:27]([F:28])=[CH:26][C:25]([CH2:29][CH2:30][C:31](OCC)=[O:32])=[CH:24][C:23]=3[F:36])=[C:18]([C:37]([F:40])([F:39])[F:38])[S:17][N:16]=2)=[CH:11][CH:10]=1)[CH3:8], predict the reaction product. The product is: [CH2:7]([C:9]1[CH:10]=[CH:11][C:12]([C:15]2[C:19]([CH2:20][O:21][C:22]3[C:27]([F:28])=[CH:26][C:25]([CH2:29][CH2:30][CH2:31][OH:32])=[CH:24][C:23]=3[F:36])=[C:18]([C:37]([F:38])([F:39])[F:40])[S:17][N:16]=2)=[CH:13][CH:14]=1)[CH3:8]. (6) Given the reactants [C:1]([C:3]1[CH:4]=[C:5]([C:9]2[CH:10]=[CH:11][C:12]3[O:16][C:15]([C:17]4[CH:22]=[CH:21][C:20]([F:23])=[CH:19][CH:18]=4)=[C:14]([C:24]([NH:26][CH3:27])=[O:25])[C:13]=3[CH:28]=2)[CH:6]=[CH:7][CH:8]=1)#[N:2].N[C@H:30]([CH:33]([CH3:35])[CH3:34])[CH2:31][OH:32], predict the reaction product. The product is: [F:23][C:20]1[CH:21]=[CH:22][C:17]([C:15]2[O:16][C:12]3[CH:11]=[CH:10][C:9]([C:5]4[CH:6]=[CH:7][CH:8]=[C:3]([C:1]5[O:32][CH2:31][C@@H:30]([CH:33]([CH3:35])[CH3:34])[N:2]=5)[CH:4]=4)=[CH:28][C:13]=3[C:14]=2[C:24]([NH:26][CH3:27])=[O:25])=[CH:18][CH:19]=1.